This data is from Catalyst prediction with 721,799 reactions and 888 catalyst types from USPTO. The task is: Predict which catalyst facilitates the given reaction. Reactant: [I:1][C:2]1[CH:3]=[C:4]2[C:8](=[CH:9][CH:10]=1)[NH:7][C:6](=[O:11])[C:5]2=O.[NH:13]([C:15]([C:17]1[CH:22]=[CH:21][C:20]([NH:23][C:24](=[O:31])[C:25]2[CH:30]=[CH:29][CH:28]=[CH:27][CH:26]=2)=[CH:19][CH:18]=1)=[O:16])[NH2:14]. Product: [I:1][C:2]1[CH:3]=[C:4]2[C:8](=[CH:9][CH:10]=1)[NH:7][C:6](=[O:11])[C:5]2=[N:14][NH:13][C:15]([C:17]1[CH:18]=[CH:19][C:20]([NH:23][C:24](=[O:31])[C:25]2[CH:26]=[CH:27][CH:28]=[CH:29][CH:30]=2)=[CH:21][CH:22]=1)=[O:16]. The catalyst class is: 15.